Dataset: Reaction yield outcomes from USPTO patents with 853,638 reactions. Task: Predict the reaction yield, written as a fraction of the theoretical maximum amount of product (1.0 means a 100% yield; for example, 0.34 means a 34% yield). (1) The reactants are [CH3:1][C:2]1[C:11]([C:12]2[S:13][C:14]([C:23]3[N:27]=[CH:26][N:25]([CH:28]4[CH2:33][CH2:32][CH2:31][CH2:30][O:29]4)[N:24]=3)=[C:15]([C:17]3[CH:22]=[CH:21][CH:20]=[CH:19][CH:18]=3)[N:16]=2)=[C:5]2[CH:6]=[C:7]([OH:10])[CH:8]=[CH:9][N:4]2[N:3]=1.[F:34][C:35]([F:48])([F:47])[S:36](O[S:36]([C:35]([F:48])([F:47])[F:34])(=[O:38])=[O:37])(=[O:38])=[O:37].O.CCOC(C)=O. The product is [F:34][C:35]([F:48])([F:47])[S:36]([O:10][C:7]1[CH:8]=[CH:9][N:4]2[N:3]=[C:2]([CH3:1])[C:11]([C:12]3[S:13][C:14]([C:23]4[N:27]=[CH:26][N:25]([CH:28]5[CH2:33][CH2:32][CH2:31][CH2:30][O:29]5)[N:24]=4)=[C:15]([C:17]4[CH:22]=[CH:21][CH:20]=[CH:19][CH:18]=4)[N:16]=3)=[C:5]2[CH:6]=1)(=[O:38])=[O:37]. The yield is 0.780. The catalyst is N1C=CC=CC=1. (2) The reactants are [C:1]1([S:7]([C:10]2[C:18]3[C:13](=[CH:14][CH:15]=[CH:16][C:17]=3[CH2:19][CH2:20][CH2:21]Cl)[NH:12][CH:11]=2)(=[O:9])=[O:8])[CH:6]=[CH:5][CH:4]=[CH:3][CH:2]=1.[CH:23]([NH2:26])([CH3:25])[CH3:24]. The catalyst is O1CCOCC1.[OH-].[Na+]. The product is [CH:23]([NH:26][CH2:21][CH2:20][CH2:19][C:17]1[CH:16]=[CH:15][CH:14]=[C:13]2[C:18]=1[C:10]([S:7]([C:1]1[CH:6]=[CH:5][CH:4]=[CH:3][CH:2]=1)(=[O:9])=[O:8])=[CH:11][NH:12]2)([CH3:25])[CH3:24]. The yield is 0.860. (3) No catalyst specified. The yield is 0.180. The reactants are [Cl:1][C:2]1[CH:3]=[CH:4][C:5]2[S:9][CH:8]=[C:7]([CH2:10][N:11]3[C:19]4[C:14](=[CH:15][CH:16]=[CH:17][CH:18]=4)[C:13](=O)[C:12]3=[O:21])[C:6]=2[CH:22]=1.[F:23][C:24]([F:33])([F:32])[C:25]1[CH:26]=[C:27]([CH:29]=[CH:30][CH:31]=1)[NH2:28]. The product is [Cl:1][C:2]1[CH:3]=[CH:4][C:5]2[S:9][CH:8]=[C:7]([CH2:10][N:11]3[C:19]4[C:14](=[CH:15][CH:16]=[CH:17][CH:18]=4)[C:13](=[N:28][C:27]4[CH:29]=[CH:30][CH:31]=[C:25]([C:24]([F:23])([F:32])[F:33])[CH:26]=4)[C:12]3=[O:21])[C:6]=2[CH:22]=1. (4) The reactants are [O:1]1[C:5]2([CH2:10][CH2:9][C:8](=[O:11])[CH2:7][CH2:6]2)[O:4][CH2:3][CH2:2]1.[BH4-].[Na+]. The product is [O:1]1[C:5]2([CH2:10][CH2:9][CH:8]([OH:11])[CH2:7][CH2:6]2)[O:4][CH2:3][CH2:2]1. The catalyst is CO. The yield is 0.930. (5) The reactants are [CH3:1][O:2][C:3](=[O:17])[CH2:4][CH2:5][C:6]([C:8]1[CH:13]=[CH:12][C:11]([CH2:14][CH2:15][OH:16])=[CH:10][CH:9]=1)=O. The catalyst is CO.[Pd]. The product is [CH3:1][O:2][C:3](=[O:17])[CH2:4][CH2:5][CH2:6][C:8]1[CH:9]=[CH:10][C:11]([CH2:14][CH2:15][OH:16])=[CH:12][CH:13]=1. The yield is 0.390. (6) The catalyst is C(OCC)(=O)C. The yield is 0.640. The reactants are [Cl-].O[NH3+:3].[C:4](=[O:7])([O-])[OH:5].[Na+].CS(C)=O.[CH2:13]([C:15]1[N:16]=[C:17]([CH2:45][CH2:46][CH3:47])[N:18]([CH2:30][C:31]2[CH:36]=[CH:35][C:34]([C:37]3[C:38]([C:43]#[N:44])=[CH:39][CH:40]=[CH:41][CH:42]=3)=[CH:33][CH:32]=2)[C:19](=[O:29])[C:20]=1[O:21][C:22]1[CH:27]=[C:26]([CH3:28])[CH:25]=[CH:24][N:23]=1)[CH3:14]. The product is [CH2:13]([C:15]1[N:16]=[C:17]([CH2:45][CH2:46][CH3:47])[N:18]([CH2:30][C:31]2[CH:36]=[CH:35][C:34]([C:37]3[CH:42]=[CH:41][CH:40]=[CH:39][C:38]=3[C:43]3[NH:3][C:4](=[O:7])[O:5][N:44]=3)=[CH:33][CH:32]=2)[C:19](=[O:29])[C:20]=1[O:21][C:22]1[CH:27]=[C:26]([CH3:28])[CH:25]=[CH:24][N:23]=1)[CH3:14].